From a dataset of Forward reaction prediction with 1.9M reactions from USPTO patents (1976-2016). Predict the product of the given reaction. Given the reactants [Cl:1]N1C(=O)CCC1=O.[NH2:9][C:10]1[CH:18]=[CH:17][CH:16]=[C:15]2[C:11]=1[C:12]([CH2:26][CH3:27])=[N:13][N:14]2[C:19]([O:21][C:22]([CH3:25])([CH3:24])[CH3:23])=[O:20], predict the reaction product. The product is: [NH2:9][C:10]1[CH:18]=[CH:17][C:16]([Cl:1])=[C:15]2[C:11]=1[C:12]([CH2:26][CH3:27])=[N:13][N:14]2[C:19]([O:21][C:22]([CH3:23])([CH3:25])[CH3:24])=[O:20].